Predict the product of the given reaction. From a dataset of Forward reaction prediction with 1.9M reactions from USPTO patents (1976-2016). (1) Given the reactants [Br:1][C:2]1[CH:3]=[C:4]2[C:9](=[CH:10][CH:11]=1)[CH:8]=[C:7]([C:12](=[O:15])[CH2:13]Cl)[CH:6]=[CH:5]2.[C:16]([O:20][C:21]([N:23]1[CH2:27][C@@H:26]([C:28]#[N:29])[CH2:25][C@H:24]1[C:30]([OH:32])=[O:31])=[O:22])([CH3:19])([CH3:18])[CH3:17].CCN(C(C)C)C(C)C, predict the reaction product. The product is: [C:16]([O:20][C:21]([N:23]1[CH2:27][C@@H:26]([C:28]#[N:29])[CH2:25][C@H:24]1[C:30]([O:32][CH2:13][C:12]([C:7]1[CH:6]=[CH:5][C:4]2[C:9](=[CH:10][CH:11]=[C:2]([Br:1])[CH:3]=2)[CH:8]=1)=[O:15])=[O:31])=[O:22])([CH3:19])([CH3:17])[CH3:18]. (2) Given the reactants [CH2:1]([S:3]([C:6]1[CH:7]=[C:8]([C:12]2[CH:20]=[C:19]([C:21]([OH:23])=O)[C:18]([CH3:24])=[C:17]3[C:13]=2[C:14]2[CH:28]=[C:27]([CH3:29])[CH:26]=[N:25][C:15]=2[NH:16]3)[CH:9]=[CH:10][CH:11]=1)(=[O:5])=[O:4])[CH3:2].[CH3:30][N:31]1[CH2:36][CH2:35][CH:34]([NH2:37])[CH2:33][CH2:32]1.CN(C(ON1N=NC2C=CC=NC1=2)=[N+](C)C)C.F[P-](F)(F)(F)(F)F.CCN(C(C)C)C(C)C, predict the reaction product. The product is: [CH2:1]([S:3]([C:6]1[CH:7]=[C:8]([C:12]2[CH:20]=[C:19]([C:21]([NH:37][CH:34]3[CH2:35][CH2:36][N:31]([CH3:30])[CH2:32][CH2:33]3)=[O:23])[C:18]([CH3:24])=[C:17]3[C:13]=2[C:14]2[CH:28]=[C:27]([CH3:29])[CH:26]=[N:25][C:15]=2[NH:16]3)[CH:9]=[CH:10][CH:11]=1)(=[O:4])=[O:5])[CH3:2]. (3) Given the reactants [NH2:1][C:2]1[C:11]2[C:6](=[CH:7][C:8]([CH2:12][N:13]3[CH2:18][CH2:17][NH:16][CH2:15][C:14]3=[O:19])=[CH:9][CH:10]=2)[N:5]=[CH:4][N:3]=1.[Cl:20][C:21]1[CH:30]=[CH:29][C:24]([CH2:25][N:26]=[C:27]=[O:28])=[CH:23][CH:22]=1, predict the reaction product. The product is: [Cl:20][C:21]1[CH:22]=[CH:23][C:24]([CH2:25][NH:26][C:27]([N:16]2[CH2:17][CH2:18][N:13]([CH2:12][C:8]3[CH:7]=[C:6]4[C:11]([C:2]([NH2:1])=[N:3][CH:4]=[N:5]4)=[CH:10][CH:9]=3)[C:14](=[O:19])[CH2:15]2)=[O:28])=[CH:29][CH:30]=1. (4) Given the reactants [H-].[Na+].[CH3:3][C:4]1[CH:8]=[CH:7][O:6][C:5]=1[CH2:9][OH:10].I[CH3:12], predict the reaction product. The product is: [CH3:12][O:10][CH2:9][C:5]1[O:6][CH:7]=[CH:8][C:4]=1[CH3:3]. (5) Given the reactants I[C:2]1[CH:3]=[N:4][N:5]([CH:7]2[CH2:12][CH2:11][CH2:10][CH2:9][O:8]2)[CH:6]=1.[C:13]1(B2OC(C)(C)C(C)(C)O2)[CH2:18][CH2:17][CH2:16][CH2:15][CH:14]=1.C(=O)([O-])[O-].[K+].[K+].O, predict the reaction product. The product is: [C:13]1([C:2]2[CH:3]=[N:4][N:5]([CH:7]3[CH2:12][CH2:11][CH2:10][CH2:9][O:8]3)[CH:6]=2)[CH2:18][CH2:17][CH2:16][CH2:15][CH:14]=1. (6) Given the reactants [N:1]1([CH2:7][C:8]([OH:10])=[O:9])[CH2:6][CH2:5][O:4][CH2:3][CH2:2]1.Cl.CN(C)CCCN=C=NCC.[CH:23]([C:26]1[CH:31]=[CH:30][CH:29]=[C:28]([CH:32]([CH3:34])[CH3:33])[C:27]=1[NH:35][C:36](=[O:59])[N:37]([CH2:51][C:52]1[CH:57]=[CH:56][C:55](O)=[CH:54][CH:53]=1)[CH2:38][C:39]1([C:45]2[CH:50]=[CH:49][CH:48]=[CH:47][N:46]=2)[CH2:44][CH2:43][CH2:42][CH2:41][CH2:40]1)([CH3:25])[CH3:24], predict the reaction product. The product is: [CH:32]([C:28]1[CH:29]=[CH:30][CH:31]=[C:26]([CH:23]([CH3:25])[CH3:24])[C:27]=1[NH:35][C:36](=[O:59])[N:37]([CH2:51][C:52]1[CH:57]=[CH:56][C:55]([O:9][C:8](=[O:10])[CH2:7][N:1]2[CH2:6][CH2:5][O:4][CH2:3][CH2:2]2)=[CH:54][CH:53]=1)[CH2:38][C:39]1([C:45]2[CH:50]=[CH:49][CH:48]=[CH:47][N:46]=2)[CH2:40][CH2:41][CH2:42][CH2:43][CH2:44]1)([CH3:33])[CH3:34]. (7) Given the reactants [C:1]([NH:4][CH2:5][CH2:6][NH2:7])(=[O:3])[CH3:2].[Cl:8][C:9]1[N:14]=[C:13](Cl)[C:12]([C:16]([F:19])([F:18])[F:17])=[CH:11][N:10]=1.C(=O)([O-])[O-].[K+].[K+], predict the reaction product. The product is: [Cl:8][C:9]1[N:10]=[C:11]([NH:7][CH2:6][CH2:5][NH:4][C:1](=[O:3])[CH3:2])[C:12]([C:16]([F:19])([F:17])[F:18])=[CH:13][N:14]=1. (8) Given the reactants N[C:2]1[CH:7]=[C:6]([CH3:8])[C:5]([Br:9])=[C:4]([CH3:10])[N:3]=1.N([O-])=[O:12].[Na+], predict the reaction product. The product is: [Br:9][C:5]1[C:6]([CH3:8])=[CH:7][C:2]([OH:12])=[N:3][C:4]=1[CH3:10]. (9) Given the reactants [Cl:1][C:2]1[C:10]2[N:9]=[C:8]3[N:11]([C:15]4[CH:20]=[CH:19][C:18]([Cl:21])=[CH:17][C:16]=4[Cl:22])[CH2:12][CH2:13][CH2:14][N:7]3[C:6]=2[C:5]([CH:23]([CH2:31][CH3:32])[CH2:24][C:25](N(OC)C)=[O:26])=[CH:4][CH:3]=1.[CH3:33][Mg]Br.[Cl-].[NH4+], predict the reaction product. The product is: [Cl:1][C:2]1[C:10]2[N:9]=[C:8]3[N:11]([C:15]4[CH:20]=[CH:19][C:18]([Cl:21])=[CH:17][C:16]=4[Cl:22])[CH2:12][CH2:13][CH2:14][N:7]3[C:6]=2[C:5]([CH:23]([CH2:31][CH3:32])[CH2:24][C:25](=[O:26])[CH3:33])=[CH:4][CH:3]=1. (10) Given the reactants [Cl:1][C:2]1[CH:3]=[C:4]([CH:21]=[CH:22][C:23]=1[NH:24][C:25]([NH:27][CH:28]1[CH2:30][CH2:29]1)=[O:26])[O:5][C:6]1[C:15]2[C:10](=[CH:11][C:12]([O:19][CH3:20])=[C:13]([C:16]([OH:18])=O)[CH:14]=2)[N:9]=[CH:8][CH:7]=1.Cl.C(N=C=N[CH2:37][CH2:38][CH2:39][N:40](C)C)C.O.ON1C2C=CC=CC=2N=N1.C(N(CC)CC)C.C1(N)CC1, predict the reaction product. The product is: [CH:39]1([NH:40][C:16]([C:13]2[CH:14]=[C:15]3[C:10](=[CH:11][C:12]=2[O:19][CH3:20])[N:9]=[CH:8][CH:7]=[C:6]3[O:5][C:4]2[CH:21]=[CH:22][C:23]([NH:24][C:25]([NH:27][CH:28]3[CH2:29][CH2:30]3)=[O:26])=[C:2]([Cl:1])[CH:3]=2)=[O:18])[CH2:37][CH2:38]1.